This data is from NCI-60 drug combinations with 297,098 pairs across 59 cell lines. The task is: Regression. Given two drug SMILES strings and cell line genomic features, predict the synergy score measuring deviation from expected non-interaction effect. (1) Drug 1: CC=C1C(=O)NC(C(=O)OC2CC(=O)NC(C(=O)NC(CSSCCC=C2)C(=O)N1)C(C)C)C(C)C. Drug 2: C1=CC=C(C=C1)NC(=O)CCCCCCC(=O)NO. Cell line: EKVX. Synergy scores: CSS=9.62, Synergy_ZIP=-5.53, Synergy_Bliss=-3.90, Synergy_Loewe=-3.86, Synergy_HSA=-2.45. (2) Drug 2: C1=CC(=CC=C1CCCC(=O)O)N(CCCl)CCCl. Drug 1: CCC1=CC2CC(C3=C(CN(C2)C1)C4=CC=CC=C4N3)(C5=C(C=C6C(=C5)C78CCN9C7C(C=CC9)(C(C(C8N6C)(C(=O)OC)O)OC(=O)C)CC)OC)C(=O)OC.C(C(C(=O)O)O)(C(=O)O)O. Cell line: CAKI-1. Synergy scores: CSS=41.2, Synergy_ZIP=-4.61, Synergy_Bliss=-6.36, Synergy_Loewe=-12.2, Synergy_HSA=-0.848. (3) Drug 1: CC1=C(C(=CC=C1)Cl)NC(=O)C2=CN=C(S2)NC3=CC(=NC(=N3)C)N4CCN(CC4)CCO. Drug 2: CC1=C(N=C(N=C1N)C(CC(=O)N)NCC(C(=O)N)N)C(=O)NC(C(C2=CN=CN2)OC3C(C(C(C(O3)CO)O)O)OC4C(C(C(C(O4)CO)O)OC(=O)N)O)C(=O)NC(C)C(C(C)C(=O)NC(C(C)O)C(=O)NCCC5=NC(=CS5)C6=NC(=CS6)C(=O)NCCC[S+](C)C)O. Cell line: HCT-15. Synergy scores: CSS=24.0, Synergy_ZIP=-7.50, Synergy_Bliss=4.45, Synergy_Loewe=1.24, Synergy_HSA=3.57. (4) Drug 1: C1=CC(=CC=C1CCCC(=O)O)N(CCCl)CCCl. Drug 2: COC1=C2C(=CC3=C1OC=C3)C=CC(=O)O2. Cell line: MALME-3M. Synergy scores: CSS=6.81, Synergy_ZIP=-4.95, Synergy_Bliss=-5.08, Synergy_Loewe=-8.47, Synergy_HSA=-6.73. (5) Drug 1: CC1C(C(CC(O1)OC2CC(CC3=C2C(=C4C(=C3O)C(=O)C5=C(C4=O)C(=CC=C5)OC)O)(C(=O)CO)O)N)O.Cl. Drug 2: C1CN(P(=O)(OC1)NCCCl)CCCl. Cell line: SF-268. Synergy scores: CSS=1.75, Synergy_ZIP=-0.501, Synergy_Bliss=-0.160, Synergy_Loewe=2.05, Synergy_HSA=-0.719. (6) Cell line: RPMI-8226. Drug 1: CN(C(=O)NC(C=O)C(C(C(CO)O)O)O)N=O. Synergy scores: CSS=2.94, Synergy_ZIP=-3.36, Synergy_Bliss=-3.91, Synergy_Loewe=-5.75, Synergy_HSA=-3.01. Drug 2: C1CN(P(=O)(OC1)NCCCl)CCCl. (7) Drug 1: CN(C)C1=NC(=NC(=N1)N(C)C)N(C)C. Drug 2: CNC(=O)C1=NC=CC(=C1)OC2=CC=C(C=C2)NC(=O)NC3=CC(=C(C=C3)Cl)C(F)(F)F. Cell line: A549. Synergy scores: CSS=4.43, Synergy_ZIP=2.26, Synergy_Bliss=0.886, Synergy_Loewe=-34.7, Synergy_HSA=-2.28. (8) Drug 1: C1=CN(C(=O)N=C1N)C2C(C(C(O2)CO)O)O.Cl. Drug 2: CCC(=C(C1=CC=CC=C1)C2=CC=C(C=C2)OCCN(C)C)C3=CC=CC=C3.C(C(=O)O)C(CC(=O)O)(C(=O)O)O. Cell line: MDA-MB-435. Synergy scores: CSS=21.7, Synergy_ZIP=-3.00, Synergy_Bliss=4.06, Synergy_Loewe=-8.71, Synergy_HSA=4.58. (9) Drug 1: CC12CCC3C(C1CCC2O)C(CC4=C3C=CC(=C4)O)CCCCCCCCCS(=O)CCCC(C(F)(F)F)(F)F. Drug 2: CN(C(=O)NC(C=O)C(C(C(CO)O)O)O)N=O. Cell line: SR. Synergy scores: CSS=3.66, Synergy_ZIP=-6.43, Synergy_Bliss=-10.9, Synergy_Loewe=-18.6, Synergy_HSA=-17.8.